Task: Regression. Given a peptide amino acid sequence and an MHC pseudo amino acid sequence, predict their binding affinity value. This is MHC class I binding data.. Dataset: Peptide-MHC class I binding affinity with 185,985 pairs from IEDB/IMGT (1) The peptide sequence is QREPWDEW. The MHC is Mamu-B17 with pseudo-sequence Mamu-B17. The binding affinity (normalized) is 0.440. (2) The peptide sequence is GDNEILQIV. The MHC is Mamu-A11 with pseudo-sequence Mamu-A11. The binding affinity (normalized) is 0.176. (3) The peptide sequence is FPGEKRVSK. The MHC is HLA-A24:03 with pseudo-sequence HLA-A24:03. The binding affinity (normalized) is 0.204. (4) The peptide sequence is RRATAILRK. The MHC is HLA-A02:06 with pseudo-sequence HLA-A02:06. The binding affinity (normalized) is 0.0847. (5) The peptide sequence is NSSYWRQGY. The MHC is HLA-A01:01 with pseudo-sequence HLA-A01:01. The binding affinity (normalized) is 0.581. (6) The peptide sequence is KPDHDGNTPL. The MHC is HLA-B53:01 with pseudo-sequence HLA-B53:01. The binding affinity (normalized) is 0.181. (7) The peptide sequence is RKRLMSMVK. The MHC is HLA-A26:01 with pseudo-sequence HLA-A26:01. The binding affinity (normalized) is 0.0847. (8) The peptide sequence is GLEAYIQGI. The MHC is HLA-A25:01 with pseudo-sequence HLA-A25:01. The binding affinity (normalized) is 0.0847. (9) The peptide sequence is VGPDSGRL. The MHC is Mamu-A01 with pseudo-sequence Mamu-A01. The binding affinity (normalized) is 0.365. (10) The binding affinity (normalized) is 0.311. The MHC is HLA-A01:01 with pseudo-sequence HLA-A01:01. The peptide sequence is VSLVKPTVY.